This data is from Catalyst prediction with 721,799 reactions and 888 catalyst types from USPTO. The task is: Predict which catalyst facilitates the given reaction. (1) Reactant: [N+:1]([C:4]1[CH:5]=[C:6]([NH:10][C:11](=[O:17])[O:12][C:13]([CH3:16])([CH3:15])[CH3:14])[CH:7]=[CH:8][CH:9]=1)([O-])=O. Product: [NH2:1][C:4]1[CH:5]=[C:6]([NH:10][C:11](=[O:17])[O:12][C:13]([CH3:15])([CH3:14])[CH3:16])[CH:7]=[CH:8][CH:9]=1. The catalyst class is: 19. (2) Reactant: [CH3:1][C@H:2]1[N:7]2[C:8]3[CH:9]=[C:10]([C:15]([F:18])([F:17])[F:16])[CH:11]=[CH:12][C:13]=3[CH:14]=[C:6]2[C:5](=O)[NH:4][CH2:3]1.[H-].[Al+3].[Li+].[H-].[H-].[H-].O.[OH-].[Na+]. Product: [CH3:1][C@H:2]1[N:7]2[C:8]3[CH:9]=[C:10]([C:15]([F:17])([F:16])[F:18])[CH:11]=[CH:12][C:13]=3[CH:14]=[C:6]2[CH2:5][NH:4][CH2:3]1. The catalyst class is: 27. (3) Reactant: [C:1]([C:4]1[C:12]2[C:7](=[CH:8][C:9]([OH:13])=[CH:10][CH:11]=2)[N:6]([CH2:14][C:15]([N:17]2[CH2:21][C@H:20]([F:22])[CH2:19][C@H:18]2[C:23]([NH:25][CH2:26][C:27]2[CH:32]=[CH:31][CH:30]=[C:29]([Cl:33])[C:28]=2[F:34])=[O:24])=[O:16])[CH:5]=1)(=[O:3])[CH3:2].CC1C=CC(S(O[CH2:46][P:47]([O:52][CH2:53][CH3:54])([O:49][CH2:50][CH3:51])=[O:48])(=O)=O)=CC=1.C([O-])([O-])=O.[Cs+].[Cs+]. Product: [CH2:50]([O:49][P:47]([CH2:46][O:13][C:9]1[CH:8]=[C:7]2[C:12]([C:4]([C:1](=[O:3])[CH3:2])=[CH:5][N:6]2[CH2:14][C:15]([N:17]2[CH2:21][C@H:20]([F:22])[CH2:19][C@H:18]2[C:23](=[O:24])[NH:25][CH2:26][C:27]2[CH:32]=[CH:31][CH:30]=[C:29]([Cl:33])[C:28]=2[F:34])=[O:16])=[CH:11][CH:10]=1)(=[O:48])[O:52][CH2:53][CH3:54])[CH3:51]. The catalyst class is: 3. (4) Reactant: CS(O[CH2:6][CH:7]1[CH2:21][CH2:20][C:10]2([C:19]3[C:14](=[CH:15][CH:16]=[CH:17][CH:18]=3)[CH:13]=[CH:12][O:11]2)[CH2:9][CH2:8]1)(=O)=O.[N-:22]=[N+:23]=[N-:24].[Na+]. Product: [N:22]([CH2:6][CH:7]1[CH2:21][CH2:20][C:10]2([C:19]3[C:14](=[CH:15][CH:16]=[CH:17][CH:18]=3)[CH:13]=[CH:12][O:11]2)[CH2:9][CH2:8]1)=[N+:23]=[N-:24]. The catalyst class is: 31. (5) Product: [CH3:20][NH:21][CH:14]1[CH:15]([CH3:17])[CH2:16][N:11]([C:6]([O:8][CH2:9][CH3:10])=[O:7])[CH2:12][CH:13]1[CH3:19]. The catalyst class is: 5. Reactant: [OH-].[K+].Cl.CN.[C:6]([N:11]1[CH2:16][CH:15]([CH3:17])[C:14](=O)[CH:13]([CH3:19])[CH2:12]1)([O:8][CH2:9][CH3:10])=[O:7].[C:20]([BH3-])#[N:21].[Na+].